Dataset: Forward reaction prediction with 1.9M reactions from USPTO patents (1976-2016). Task: Predict the product of the given reaction. (1) Given the reactants Cl.[CH:2]([O:5][C:6]1[CH:7]=[C:8]([C@@H:12]([NH2:14])[CH3:13])[CH:9]=[CH:10][CH:11]=1)([CH3:4])[CH3:3].[Cl:15][C:16]1[CH:36]=[CH:35][C:34]([O:37][C@@H:38]([CH3:43])[C:39]([O:41][CH3:42])=[O:40])=[CH:33][C:17]=1[CH2:18][N:19]1[C:27]2[C:22](=[CH:23][C:24]([C:28](O)=[O:29])=[CH:25][CH:26]=2)[C:21]([CH3:31])=[C:20]1[CH3:32], predict the reaction product. The product is: [CH:2]([O:5][C:6]1[CH:7]=[C:8]([C@@H:12]([NH:14][C:28]([C:24]2[CH:23]=[C:22]3[C:27](=[CH:26][CH:25]=2)[N:19]([CH2:18][C:17]2[CH:33]=[C:34]([CH:35]=[CH:36][C:16]=2[Cl:15])[O:37][C@@H:38]([CH3:43])[C:39]([O:41][CH3:42])=[O:40])[C:20]([CH3:32])=[C:21]3[CH3:31])=[O:29])[CH3:13])[CH:9]=[CH:10][CH:11]=1)([CH3:4])[CH3:3]. (2) Given the reactants [CH2:1]([NH:9][C:10]([C:12]1[CH:13]=[C:14]([C:34]2[CH:39]=[C:38]([CH:40]([CH3:42])[CH3:41])[CH:37]=[CH:36][C:35]=2[O:43][CH3:44])[C:15]([O:26][CH2:27][C:28]2[CH:33]=[CH:32][CH:31]=[CH:30][CH:29]=2)=[CH:16][C:17]=1[O:18][CH2:19][C:20]1[CH:25]=[CH:24][CH:23]=[CH:22][CH:21]=1)=O)[CH2:2][C:3]1[CH:8]=[CH:7][CH:6]=[CH:5][CH:4]=1.P(Cl)(Cl)(Cl)(Cl)Cl.[Si]([N:55]=[N+:56]=[N-:57])(C)(C)C, predict the reaction product. The product is: [CH2:19]([O:18][C:17]1[CH:16]=[C:15]([O:26][CH2:27][C:28]2[CH:33]=[CH:32][CH:31]=[CH:30][CH:29]=2)[C:14]([C:34]2[CH:39]=[C:38]([CH:40]([CH3:42])[CH3:41])[CH:37]=[CH:36][C:35]=2[O:43][CH3:44])=[CH:13][C:12]=1[C:10]1[N:9]([CH2:1][CH2:2][C:3]2[CH:4]=[CH:5][CH:6]=[CH:7][CH:8]=2)[N:57]=[N:56][N:55]=1)[C:20]1[CH:25]=[CH:24][CH:23]=[CH:22][CH:21]=1. (3) Given the reactants Cl[C:2]1[C:11]2[C:6](=[CH:7][CH:8]=[CH:9][CH:10]=2)[N:5]=[CH:4][CH:3]=1.C1(P(C2CCCCC2)C2C=CC=CC=2C2C(C(C)C)=CC(C(C)C)=CC=2C(C)C)CCCCC1.C(=O)([O-])[O-].[Cs+].[Cs+].[C:52]([C:54]1[CH:59]=[CH:58][CH:57]=[CH:56][C:55]=1[F:60])#[CH:53], predict the reaction product. The product is: [F:60][C:55]1[CH:56]=[CH:57][CH:58]=[CH:59][C:54]=1[C:52]#[C:53][C:2]1[C:11]2[C:6](=[CH:7][CH:8]=[CH:9][CH:10]=2)[N:5]=[CH:4][CH:3]=1. (4) The product is: [CH3:1][O:2][C:3](=[O:28])[C:4]1[CH:9]=[CH:8][C:7]([NH2:10])=[C:6]([N:11]([C:12](=[O:27])[C:13]2[CH:18]=[CH:17][CH:16]=[C:15]([CH2:19][N:20]([CH2:24][CH2:25][CH3:26])[CH2:21][CH2:22][CH3:23])[CH:14]=2)[CH3:31])[CH:5]=1. Given the reactants [CH3:1][O:2][C:3](=[O:28])[C:4]1[CH:9]=[CH:8][C:7]([NH2:10])=[C:6]([NH:11][C:12](=[O:27])[C:13]2[CH:18]=[CH:17][CH:16]=[C:15]([CH2:19][N:20]([CH2:24][CH2:25][CH3:26])[CH2:21][CH2:22][CH3:23])[CH:14]=2)[CH:5]=1.[H-].[Na+].[CH3:31]I, predict the reaction product. (5) Given the reactants C([NH:5][S:6]([C:9]1[CH:14]=[CH:13][CH:12]=[C:11]([C:15]2[N:16]=[CH:17][N:18]([C:20]3[N:25]=[C:24]([CH3:26])[CH:23]=[C:22]([C:27]4[CH:32]=[CH:31][C:30]([Cl:33])=[CH:29][CH:28]=4)[N:21]=3)[CH:19]=2)[CH:10]=1)(=[O:8])=[O:7])(C)(C)C.C(O)(C(F)(F)F)=O, predict the reaction product. The product is: [Cl:33][C:30]1[CH:29]=[CH:28][C:27]([C:22]2[CH:23]=[C:24]([CH3:26])[N:25]=[C:20]([N:18]3[CH:19]=[C:15]([C:11]4[CH:10]=[C:9]([S:6]([NH2:5])(=[O:7])=[O:8])[CH:14]=[CH:13][CH:12]=4)[N:16]=[CH:17]3)[N:21]=2)=[CH:32][CH:31]=1. (6) The product is: [CH:30]1[C:31]2[N:32]([C:2]3[CH:3]=[C:4]([C:8]4[O:9][C:10]([C:13]5[CH:18]=[CH:17][CH:16]=[C:15]([O:19][CH3:20])[CH:14]=5)=[N:11][N:12]=4)[CH:5]=[CH:6][CH:7]=3)[C:33]3[C:25](=[CH:24][CH:23]=[CH:22][CH:21]=3)[C:26]=2[CH:27]=[CH:28][CH:29]=1. Given the reactants I[C:2]1[CH:3]=[C:4]([C:8]2[O:9][C:10]([C:13]3[CH:18]=[CH:17][CH:16]=[C:15]([O:19][CH3:20])[CH:14]=3)=[N:11][N:12]=2)[CH:5]=[CH:6][CH:7]=1.[CH:21]1[C:33]2[NH:32][C:31]3[C:26](=[CH:27][CH:28]=[CH:29][CH:30]=3)[C:25]=2[CH:24]=[CH:23][CH:22]=1.C(=O)([O-])[O-].[K+].[K+], predict the reaction product. (7) Given the reactants [N+:1]([C:4]1[CH:9]=[CH:8][C:7]([N:10]2[CH:14]=[C:13]([C:15]([F:18])([F:17])[F:16])[N:12]=[C:11]2[CH2:19]O)=[CH:6][CH:5]=1)([O-:3])=[O:2].C(Br)(Br)(Br)[Br:22].C1C=CC(P(C2C=CC=CC=2)C2C=CC=CC=2)=CC=1, predict the reaction product. The product is: [Br:22][CH2:19][C:11]1[N:10]([C:7]2[CH:8]=[CH:9][C:4]([N+:1]([O-:3])=[O:2])=[CH:5][CH:6]=2)[CH:14]=[C:13]([C:15]([F:18])([F:17])[F:16])[N:12]=1. (8) The product is: [Cl:1][C:2]1[N:7]=[CH:6][C:5]([S:8]([NH:12][C:13]2[CH:14]=[C:15]([F:24])[C:16]([C:17]([O:19][CH3:20])=[O:18])=[C:21]([F:23])[CH:22]=2)(=[O:10])=[O:9])=[CH:4][CH:3]=1. Given the reactants [Cl:1][C:2]1[N:7]=[CH:6][C:5]([S:8](Cl)(=[O:10])=[O:9])=[CH:4][CH:3]=1.[NH2:12][C:13]1[CH:22]=[C:21]([F:23])[C:16]([C:17]([O:19][CH3:20])=[O:18])=[C:15]([F:24])[CH:14]=1.N1C=CC=CC=1, predict the reaction product. (9) Given the reactants S(=O)(=O)(O)O.[F:6][C:7]([F:21])([F:20])[C:8]1[N:13]=[C:12]2[CH:14]=[C:15]([C:17]([OH:19])=[O:18])[NH:16][C:11]2=[CH:10][CH:9]=1.[CH2:22](O)[CH3:23], predict the reaction product. The product is: [F:21][C:7]([F:6])([F:20])[C:8]1[N:13]=[C:12]2[CH:14]=[C:15]([C:17]([O:19][CH2:22][CH3:23])=[O:18])[NH:16][C:11]2=[CH:10][CH:9]=1. (10) Given the reactants [F:1][C:2]1[CH:3]=[N:4][CH:5]=[CH:6][C:7]=1[CH:8]1[C:13]([C:14]2[C:23]3[C:18](=[CH:19][CH:20]=[CH:21][CH:22]=3)[CH:17]=[CH:16][CH:15]=2)=[N:12][NH:11][C:10](=[O:24])[CH2:9]1.BrN1C(=O)CCC1=O, predict the reaction product. The product is: [F:1][C:2]1[CH:3]=[N:4][CH:5]=[CH:6][C:7]=1[C:8]1[C:13]([C:14]2[C:23]3[C:18](=[CH:19][CH:20]=[CH:21][CH:22]=3)[CH:17]=[CH:16][CH:15]=2)=[N:12][NH:11][C:10](=[O:24])[CH:9]=1.